Dataset: Reaction yield outcomes from USPTO patents with 853,638 reactions. Task: Predict the reaction yield, written as a fraction of the theoretical maximum amount of product (1.0 means a 100% yield; for example, 0.34 means a 34% yield). (1) The reactants are [F:1][C:2]1[CH:7]=[CH:6][C:5]([C:8]2[CH:13]=[CH:12][C:11]([CH2:14][CH2:15]O)=[CH:10][C:9]=2[O:17][CH3:18])=[CH:4][CH:3]=1.BrC1C=CC(CC[I:28])=CC=1. No catalyst specified. The product is [F:1][C:2]1[CH:7]=[CH:6][C:5]([C:8]2[CH:13]=[CH:12][C:11]([CH2:14][CH2:15][I:28])=[CH:10][C:9]=2[O:17][CH3:18])=[CH:4][CH:3]=1. The yield is 0.745. (2) The reactants are [CH2:1]([C:5]1[N:6]=[C:7]([CH3:27])[NH:8][C:9](=[O:26])[C:10]=1[CH2:11][C:12]1[CH:17]=[CH:16][C:15]([C:18]2[C:19]([C:24]#[N:25])=[CH:20][CH:21]=[CH:22][CH:23]=2)=[CH:14][CH:13]=1)[CH2:2][CH2:3][CH3:4].C(=O)([O-])[O-].[K+].[K+].Cl[CH2:35][C:36]1[N:40]=[C:39]([C:41]2[CH:45]=[CH:44][S:43][CH:42]=2)[O:38][N:37]=1.CN(C)C=O. The catalyst is C(OCC)(=O)C. The product is [CH2:1]([C:5]1[N:6]=[C:7]([CH3:27])[N:8]([CH2:35][C:36]2[N:40]=[C:39]([C:41]3[CH:45]=[CH:44][S:43][CH:42]=3)[O:38][N:37]=2)[C:9](=[O:26])[C:10]=1[CH2:11][C:12]1[CH:17]=[CH:16][C:15]([C:18]2[C:19]([C:24]#[N:25])=[CH:20][CH:21]=[CH:22][CH:23]=2)=[CH:14][CH:13]=1)[CH2:2][CH2:3][CH3:4]. The yield is 0.440. (3) The reactants are C1(P(C2C=CC=CC=2)C2C=CC=CC=2)C=CC=CC=1.[CH3:20][C:21]1[N:22]=[CH:23][C:24]2[C:29]([CH:30]=1)=[CH:28][CH:27]=[C:26]([OH:31])[CH:25]=2.[C:32]([C@@H:36]1[CH2:41][CH2:40][C@H:39](O)[CH2:38][CH2:37]1)([CH3:35])([CH3:34])[CH3:33].C1(C)C=CC=CC=1.N(C(OC(C)C)=O)=NC(OC(C)C)=O. No catalyst specified. The product is [C:32]([C@H:36]1[CH2:41][CH2:40][C@H:39]([O:31][C:26]2[CH:25]=[C:24]3[C:29]([CH:30]=[C:21]([CH3:20])[N:22]=[CH:23]3)=[CH:28][CH:27]=2)[CH2:38][CH2:37]1)([CH3:35])([CH3:34])[CH3:33]. The yield is 0.520. (4) The reactants are C[O:2][C:3]1[CH:4]=[C:5]2[C:9](=[CH:10][CH:11]=1)[N:8]([CH3:12])[CH:7]=[C:6]2[C:13]1[N:25]([S:26]([C:29]2[CH:35]=[CH:34][C:32]([CH3:33])=[CH:31][CH:30]=2)(=[O:28])=[O:27])[C:16]2=[N:17][CH:18]=[C:19]3[CH:23]=[N:22][N:21]([CH3:24])[C:20]3=[C:15]2[CH:14]=1.B(Br)(Br)Br.CO.C([O-])(O)=O.[Na+]. The catalyst is C(Cl)Cl. The product is [CH3:12][N:8]1[C:9]2[C:5](=[CH:4][C:3]([OH:2])=[CH:11][CH:10]=2)[C:6]([C:13]2[N:25]([S:26]([C:29]3[CH:35]=[CH:34][C:32]([CH3:33])=[CH:31][CH:30]=3)(=[O:28])=[O:27])[C:16]3=[N:17][CH:18]=[C:19]4[CH:23]=[N:22][N:21]([CH3:24])[C:20]4=[C:15]3[CH:14]=2)=[CH:7]1. The yield is 0.990.